This data is from Reaction yield outcomes from USPTO patents with 853,638 reactions. The task is: Predict the reaction yield, written as a fraction of the theoretical maximum amount of product (1.0 means a 100% yield; for example, 0.34 means a 34% yield). (1) The reactants are [CH:1]1([CH:7]([C:9]2[C:10]([CH2:22][O:23][CH3:24])=[N:11][N:12]([C:14]3[CH:19]=[CH:18][C:17]([O:20][CH3:21])=[CH:16][CH:15]=3)[CH:13]=2)O)[CH2:6][CH2:5][CH2:4][CH2:3][CH2:2]1.[NH2:25][C:26]1[CH:31]=[CH:30][C:29]([C:32]([N:34]([CH3:42])[CH2:35][CH2:36][C:37]([O:39]CC)=[O:38])=[O:33])=[CH:28][CH:27]=1. No catalyst specified. The product is [CH:1]1([CH:7]([NH:25][C:26]2[CH:27]=[CH:28][C:29]([C:32]([N:34]([CH3:42])[CH2:35][CH2:36][C:37]([OH:39])=[O:38])=[O:33])=[CH:30][CH:31]=2)[C:9]2[C:10]([CH2:22][O:23][CH3:24])=[N:11][N:12]([C:14]3[CH:19]=[CH:18][C:17]([O:20][CH3:21])=[CH:16][CH:15]=3)[CH:13]=2)[CH2:6][CH2:5][CH2:4][CH2:3][CH2:2]1. The yield is 0.360. (2) The reactants are [Br:1][C:2]1[N:7]=[C:6]([O:8]C)[C:5]([NH2:10])=[CH:4][CH:3]=1. The catalyst is C(O)(=O)C.Br. The product is [NH2:10][C:5]1[C:6](=[O:8])[NH:7][C:2]([Br:1])=[CH:3][CH:4]=1. The yield is 0.720. (3) The product is [Cl:10][C:11]1[CH:28]=[CH:27][C:14]([CH2:15][O:16][C:17]2[CH:24]=[CH:23][C:20]([CH:21]([O:22][CH3:29])[C:3]3[C:4]4[C:9](=[N:8][CH:7]=[CH:6][CH:5]=4)[NH:1][CH:2]=3)=[CH:19][C:18]=2[O:25][CH3:26])=[CH:13][CH:12]=1. The catalyst is C(OCC)(=O)C.O. The reactants are [NH:1]1[C:9]2[C:4](=[CH:5][CH:6]=[CH:7][N:8]=2)[CH:3]=[CH:2]1.[Cl:10][C:11]1[CH:28]=[CH:27][C:14]([CH2:15][O:16][C:17]2[CH:24]=[CH:23][C:20]([CH:21]=[O:22])=[CH:19][C:18]=2[O:25][CH3:26])=[CH:13][CH:12]=1.[CH3:29]O.[OH-].[K+]. The yield is 0.740.